Dataset: Full USPTO retrosynthesis dataset with 1.9M reactions from patents (1976-2016). Task: Predict the reactants needed to synthesize the given product. Given the product [CH3:7][C:6]1[NH:5][C:4](=[O:3])[N:18]([C:12]2[CH:17]=[CH:16][CH:15]=[CH:14][CH:13]=2)[N:19]=1, predict the reactants needed to synthesize it. The reactants are: C([O:3][C:4](=O)[N:5]=[C:6](OCC)[CH3:7])C.[C:12]1([NH:18][NH2:19])[CH:17]=[CH:16][CH:15]=[CH:14][CH:13]=1.C(N(CC)CC)C.